This data is from Full USPTO retrosynthesis dataset with 1.9M reactions from patents (1976-2016). The task is: Predict the reactants needed to synthesize the given product. (1) Given the product [NH2:1][C:4]1[CH:5]=[CH:6][C:7]([C:8]([N:10]2[CH2:11][CH2:12][N:13]([C:16]([O:18][C:19]([CH3:20])([CH3:22])[CH3:21])=[O:17])[CH2:14][CH2:15]2)=[O:9])=[CH:23][CH:24]=1, predict the reactants needed to synthesize it. The reactants are: [N+:1]([C:4]1[CH:24]=[CH:23][C:7]([C:8]([N:10]2[CH2:15][CH2:14][N:13]([C:16]([O:18][C:19]([CH3:22])([CH3:21])[CH3:20])=[O:17])[CH2:12][CH2:11]2)=[O:9])=[CH:6][CH:5]=1)([O-])=O.[H][H]. (2) Given the product [F:1][C:2]1[CH:7]=[CH:6][C:5]([CH:8]([N:31]2[CH2:36][CH2:35][N:34]([CH3:37])[CH2:33][CH2:32]2)[CH2:9][N:10]2[CH2:15][CH2:14][N:13]([CH2:16][CH2:17][CH2:18][CH2:19][C:20]3[C:29]4[C:24](=[CH:25][CH:26]=[CH:27][CH:28]=4)[CH:23]=[CH:22][CH:21]=3)[CH2:12][CH2:11]2)=[CH:4][CH:3]=1, predict the reactants needed to synthesize it. The reactants are: [F:1][C:2]1[CH:7]=[CH:6][C:5]([CH:8]([N:31]2[CH2:36][CH2:35][N:34]([CH3:37])[CH2:33][CH2:32]2)[CH2:9][N:10]2[CH2:15][CH2:14][N:13]([C:16](=O)[CH2:17][CH2:18][CH2:19][C:20]3[C:29]4[C:24](=[CH:25][CH:26]=[CH:27][CH:28]=4)[CH:23]=[CH:22][CH:21]=3)[CH2:12][CH2:11]2)=[CH:4][CH:3]=1.[H-].[Al+3].[Li+].[H-].[H-].[H-].[OH-].[Na+].CCOCC.